This data is from TCR-epitope binding with 47,182 pairs between 192 epitopes and 23,139 TCRs. The task is: Binary Classification. Given a T-cell receptor sequence (or CDR3 region) and an epitope sequence, predict whether binding occurs between them. The epitope is IVTDFSVIK. The TCR CDR3 sequence is CASSARGLAGETNTDTQYF. Result: 0 (the TCR does not bind to the epitope).